Predict the reaction yield, written as a fraction of the theoretical maximum amount of product (1.0 means a 100% yield; for example, 0.34 means a 34% yield). From a dataset of Reaction yield outcomes from USPTO patents with 853,638 reactions. The reactants are [CH3:1][CH:2]([CH2:4][CH2:5][CH2:6][C@H:7]([C@@H:9]1[C@:26]2([CH3:27])[C@H:12]([C@H:13]3[C@H:23]([CH2:24][CH2:25]2)[C@:21]2([CH3:22])[C:16]([CH2:17][C@@H:18]([N:28](S(C4C=CC=CC=4[N+]([O-])=O)(=O)=O)[CH2:29][CH2:30][CH2:31][NH:32][C:33](=[O:57])[CH2:34][CH2:35][NH:36][C:37](=[O:56])[CH2:38][CH2:39][CH2:40][CH2:41][CH2:42][NH:43][C:44]4[CH:49]=[CH:48][C:47]([N+:50]([O-:52])=[O:51])=[CH:46][C:45]=4[N+:53]([O-:55])=[O:54])[CH2:19][CH2:20]2)=[CH:15][CH2:14]3)[CH2:11][CH2:10]1)[CH3:8])[CH3:3].C([O-])([O-])=O.[K+].[K+].C1(S)C=CC=CC=1. The catalyst is CN(C)C=O.O1CCCC1. The product is [CH3:3][CH:2]([CH2:4][CH2:5][CH2:6][C@H:7]([C@@H:9]1[C@:26]2([CH3:27])[C@H:12]([C@H:13]3[C@H:23]([CH2:24][CH2:25]2)[C@:21]2([CH3:22])[C:16]([CH2:17][C@@H:18]([NH:28][CH2:29][CH2:30][CH2:31][NH:32][C:33](=[O:57])[CH2:34][CH2:35][NH:36][C:37](=[O:56])[CH2:38][CH2:39][CH2:40][CH2:41][CH2:42][NH:43][C:44]4[CH:49]=[CH:48][C:47]([N+:50]([O-:52])=[O:51])=[CH:46][C:45]=4[N+:53]([O-:55])=[O:54])[CH2:19][CH2:20]2)=[CH:15][CH2:14]3)[CH2:11][CH2:10]1)[CH3:8])[CH3:1]. The yield is 0.510.